Dataset: Full USPTO retrosynthesis dataset with 1.9M reactions from patents (1976-2016). Task: Predict the reactants needed to synthesize the given product. (1) Given the product [F:34][C@H:29]1[C@@H:30]([OH:33])[CH2:31][CH2:32][N:27]([C:23]2[N:22]=[C:21]([NH:20][C:2]3[N:7]=[CH:6][C:5]4[C:8]([N:14]5[CH2:19][CH2:18][O:17][CH2:16][CH2:15]5)=[N:9][N:10]([CH:11]([CH3:13])[CH3:12])[C:4]=4[CH:3]=3)[CH:26]=[CH:25][N:24]=2)[CH2:28]1, predict the reactants needed to synthesize it. The reactants are: Cl[C:2]1[N:7]=[CH:6][C:5]2[C:8]([N:14]3[CH2:19][CH2:18][O:17][CH2:16][CH2:15]3)=[N:9][N:10]([CH:11]([CH3:13])[CH3:12])[C:4]=2[CH:3]=1.[NH2:20][C:21]1[CH:26]=[CH:25][N:24]=[C:23]([N:27]2[CH2:32][CH2:31][C@H:30]([OH:33])[C@H:29]([F:34])[CH2:28]2)[N:22]=1.C1(P(C2CCCCC2)C2C=CC=CC=2C2C(C(C)C)=CC(C(C)C)=CC=2C(C)C)CCCCC1.C(=O)([O-])[O-].[Cs+].[Cs+]. (2) Given the product [F:1][C:2]1[C:3]([S:15]([OH:17])(=[O:19])=[O:18])=[CH:4][C:5]([C:8]2[CH:13]=[C:12]([S:15]([OH:17])(=[O:19])=[O:18])[C:11]([F:14])=[C:10]([S:15]([OH:17])(=[O:19])=[O:18])[CH:9]=2)=[CH:6][C:7]=1[S:15]([OH:19])(=[O:18])=[O:17], predict the reactants needed to synthesize it. The reactants are: [F:1][C:2]1[CH:7]=[CH:6][C:5]([C:8]2[CH:13]=[CH:12][C:11]([F:14])=[CH:10][CH:9]=2)=[CH:4][CH:3]=1.[S:15](=[O:19])(=[O:18])([OH:17])O. (3) Given the product [C:13]([C:15]1[CH:16]=[C:17]([CH:28]=[CH:29][C:30]=1[C:31]([F:32])([F:33])[F:34])[O:18][C:19]1[CH:24]=[CH:23][C:22]([C:2]2[N:7]=[C:6]([CH:8]([OH:12])[C:9]([NH2:11])=[O:10])[CH:5]=[CH:4][CH:3]=2)=[CH:21][CH:20]=1)#[N:14], predict the reactants needed to synthesize it. The reactants are: Br[C:2]1[N:7]=[C:6]([CH:8]([OH:12])[C:9]([NH2:11])=[O:10])[CH:5]=[CH:4][CH:3]=1.[C:13]([C:15]1[CH:16]=[C:17]([CH:28]=[CH:29][C:30]=1[C:31]([F:34])([F:33])[F:32])[O:18][C:19]1[CH:24]=[CH:23][C:22](B(O)O)=[CH:21][CH:20]=1)#[N:14].C(=O)([O-])[O-].[Cs+].[Cs+]. (4) Given the product [CH3:19][CH:18]1[CH2:17][CH2:16][N:15]([C:23](=[O:24])[CH2:22][C:20]#[N:21])[CH2:14][CH:13]1[N:2]([CH3:1])[C:3]1[C:4]2[CH2:11][C:10](=[O:12])[NH:9][C:5]=2[N:6]=[CH:7][N:8]=1, predict the reactants needed to synthesize it. The reactants are: [CH3:1][N:2]([CH:13]1[CH:18]([CH3:19])[CH2:17][CH2:16][NH:15][CH2:14]1)[C:3]1[C:4]2[CH2:11][C:10](=[O:12])[NH:9][C:5]=2[N:6]=[CH:7][N:8]=1.[C:20]([CH2:22][C:23](O)=[O:24])#[N:21].CCN(C(C)C)C(C)C.F[P-](F)(F)(F)(F)F.N1(OC(N(C)C)=[N+](C)C)C2N=CC=CC=2N=N1. (5) Given the product [Si:20]([O:19][CH2:18][C@@H:13]([NH:12][C:11]([C:9]1[N:10]=[C:6]([N:4]2[CH2:3][CH:2]([O:1][S:29]([CH3:28])(=[O:31])=[O:30])[CH2:5]2)[S:7][CH:8]=1)=[O:27])[C@@H:14]([CH3:17])[CH2:15][CH3:16])([C:23]([CH3:25])([CH3:24])[CH3:26])([CH3:22])[CH3:21], predict the reactants needed to synthesize it. The reactants are: [OH:1][CH:2]1[CH2:5][N:4]([C:6]2[S:7][CH:8]=[C:9]([C:11](=[O:27])[NH:12][C@H:13]([CH2:18][O:19][Si:20]([C:23]([CH3:26])([CH3:25])[CH3:24])([CH3:22])[CH3:21])[C@@H:14]([CH3:17])[CH2:15][CH3:16])[N:10]=2)[CH2:3]1.[CH3:28][S:29](Cl)(=[O:31])=[O:30].C(N(CC)CC)C. (6) Given the product [CH3:14][C:15]1[CH:22]=[C:21]([CH3:23])[CH:20]=[CH:19][C:16]=1/[CH:17]=[CH:18]/[C:2]1[C:11]2[C:6](=[CH:7][CH:8]=[CH:9][CH:10]=2)[CH:5]=[CH:4][C:3]=1[O:12][CH3:13], predict the reactants needed to synthesize it. The reactants are: I[C:2]1[C:11]2[C:6](=[CH:7][CH:8]=[CH:9][CH:10]=2)[CH:5]=[CH:4][C:3]=1[O:12][CH3:13].[CH3:14][C:15]1[CH:22]=[C:21]([CH3:23])[CH:20]=[CH:19][C:16]=1[CH:17]=[CH2:18]. (7) Given the product [CH:16]1([CH2:15][CH2:14][C:13]([CH2:1][CH3:2])([OH:21])[CH2:5][CH3:6])[CH2:17][CH2:18][CH2:19][CH2:20]1, predict the reactants needed to synthesize it. The reactants are: [CH2:1]([Mg]Cl)[CH3:2].[CH2:5]1COC[CH2:6]1.C(O[C:13](=[O:21])[CH2:14][CH2:15][CH:16]1[CH2:20][CH2:19][CH2:18][CH2:17]1)C. (8) Given the product [C:1]([O:5][C:6]([CH:7]1[CH:23]([C:19]2[CH:20]=[CH:21][CH:22]=[C:17]([Cl:16])[C:18]=2[F:35])[C:24]([C:27]2[CH:32]=[CH:31][C:30]([Cl:33])=[CH:29][C:28]=2[CH3:34])([C:25]#[N:26])[CH:9]([CH2:10][C:11]([CH3:14])([CH3:13])[CH3:12])[NH:8]1)=[O:15])([CH3:4])([CH3:3])[CH3:2], predict the reactants needed to synthesize it. The reactants are: [C:1]([O:5][C:6](=[O:15])[CH2:7]/[N:8]=[CH:9]/[CH2:10][C:11]([CH3:14])([CH3:13])[CH3:12])([CH3:4])([CH3:3])[CH3:2].[Cl:16][C:17]1[C:18]([F:35])=[C:19](/[CH:23]=[C:24](/[C:27]2[CH:32]=[CH:31][C:30]([Cl:33])=[CH:29][C:28]=2[CH3:34])\[C:25]#[N:26])[CH:20]=[CH:21][CH:22]=1.C(N(CC)CC)C. (9) Given the product [OH:8][C:9]1[CH:14]=[CH:13][C:12]([C@@H:15]([OH:39])[CH2:16][NH:17][C@H:18]([CH2:37][OH:38])[CH2:19][C:20]2[CH:21]=[CH:22][C:23]([O:26][C:27]3[CH:36]=[CH:35][C:34]4[C:29](=[CH:30][CH:31]=[CH:32][CH:33]=4)[N:28]=3)=[CH:24][CH:25]=2)=[CH:11][C:10]=1[NH:40][S:41]([CH3:44])(=[O:43])=[O:42], predict the reactants needed to synthesize it. The reactants are: C([O:8][C:9]1[CH:14]=[CH:13][C:12]([C@@H:15]([OH:39])[CH2:16][NH:17][C@H:18]([CH2:37][OH:38])[CH2:19][C:20]2[CH:25]=[CH:24][C:23]([O:26][C:27]3[CH:36]=[CH:35][C:34]4[C:29](=[CH:30][CH:31]=[CH:32][CH:33]=4)[N:28]=3)=[CH:22][CH:21]=2)=[CH:11][C:10]=1[NH:40][S:41]([CH3:44])(=[O:43])=[O:42])C1C=CC=CC=1.[H][H].